This data is from Reaction yield outcomes from USPTO patents with 853,638 reactions. The task is: Predict the reaction yield, written as a fraction of the theoretical maximum amount of product (1.0 means a 100% yield; for example, 0.34 means a 34% yield). (1) The reactants are [CH:1]1([O:4][C:5]2[CH:12]=[CH:11][C:8]([CH:9]=O)=[CH:7][CH:6]=2)[CH2:3][CH2:2]1.[NH2:13][C:14]1[N:15]=[N:16][C:17]([CH3:20])=[CH:18][CH:19]=1.C([O:23][C:24](=O)[C:25]([OH:38])=[CH:26][C:27]([C:29]1[CH:34]=[CH:33][C:32]([CH:35]([CH3:37])[CH3:36])=[CH:31][CH:30]=1)=[O:28])C. No catalyst specified. The product is [CH:1]1([O:4][C:5]2[CH:12]=[CH:11][C:8]([CH:9]3[N:13]([C:14]4[N:15]=[N:16][C:17]([CH3:20])=[CH:18][CH:19]=4)[C:24](=[O:23])[C:25]([OH:38])=[C:26]3[C:27](=[O:28])[C:29]3[CH:30]=[CH:31][C:32]([CH:35]([CH3:36])[CH3:37])=[CH:33][CH:34]=3)=[CH:7][CH:6]=2)[CH2:3][CH2:2]1. The yield is 0.100. (2) The reactants are [OH-].[Li+].[NH2:3][C:4]1[N:5]([C:18]2[C:27]3[C:22](=[CH:23][CH:24]=[CH:25][CH:26]=3)[C:21]([CH:28]3[CH2:30][CH2:29]3)=[CH:20][CH:19]=2)[C:6]([S:9][C:10]([CH3:17])([CH3:16])[C:11]([O:13]CC)=[O:12])=[N:7][N:8]=1.Cl. The catalyst is C1COCC1.CO. The product is [NH2:3][C:4]1[N:5]([C:18]2[C:27]3[C:22](=[CH:23][CH:24]=[CH:25][CH:26]=3)[C:21]([CH:28]3[CH2:30][CH2:29]3)=[CH:20][CH:19]=2)[C:6]([S:9][C:10]([CH3:17])([CH3:16])[C:11]([OH:13])=[O:12])=[N:7][N:8]=1. The yield is 0.740. (3) The reactants are [CH3:1][CH:2]([N:4]1[C:8]2[N:9]=[C:10]([C:19]3[CH:24]=[CH:23][C:22]([NH:25][C:26]([NH:28][C:29]4[CH:34]=[CH:33][C:32]([N+:35]([O-])=O)=[CH:31][CH:30]=4)=[O:27])=[CH:21][CH:20]=3)[N:11]=[C:12]([N:13]3[CH2:18][CH2:17][O:16][CH2:15][CH2:14]3)[C:7]=2[N:6]=[N:5]1)[CH3:3]. The product is [NH2:35][C:32]1[CH:33]=[CH:34][C:29]([NH:28][C:26]([NH:25][C:22]2[CH:23]=[CH:24][C:19]([C:10]3[N:11]=[C:12]([N:13]4[CH2:18][CH2:17][O:16][CH2:15][CH2:14]4)[C:7]4[N:6]=[N:5][N:4]([CH:2]([CH3:3])[CH3:1])[C:8]=4[N:9]=3)=[CH:20][CH:21]=2)=[O:27])=[CH:30][CH:31]=1. The catalyst is CO.C(Cl)Cl.[Pd]. The yield is 0.950. (4) The yield is 0.960. The product is [CH2:57]([N:64]1[CH2:68][CH2:67][CH:66]([OH:69])[CH2:65]1)[C:58]1[CH:59]=[CH:60][CH:61]=[CH:62][CH:63]=1. The reactants are O=C[C@@H]([C@H]([C@@H]([C@@H](CO)O)O)O)O.C1N=C(N)C2N=CN([C@@H]3O[C@H](COP(OP(OC[C@H]4O[C@@H](N5C=C(C(N)=O)CC=C5)[C@H](O)[C@@H]4O)(O)=O)(O)=O)[C@@H](O)[C@H]3O)C=2N=1.[CH2:57]([N:64]1[CH2:68][CH2:67][C:66](=[O:69])[CH2:65]1)[C:58]1[CH:63]=[CH:62][CH:61]=[CH:60][CH:59]=1.Cl.[OH-].[Na+]. No catalyst specified. (5) The reactants are [CH3:1][O:2][C:3](=[O:16])[C:4]1[CH:9]=[C:8](Cl)[N:7]=[C:6]([NH:11][C@H:12]([CH2:14][CH3:15])[CH3:13])[CH:5]=1.C(P(C(C)(C)C)C1C=CC=CC=1C1C=CC=CC=1)(C)(C)C.[CH3:38][S:39]([NH2:42])(=[O:41])=[O:40].[Na]. The catalyst is C1(C)C=CC=CC=1.C1C=CC(/C=C/C(/C=C/C2C=CC=CC=2)=O)=CC=1.C1C=CC(/C=C/C(/C=C/C2C=CC=CC=2)=O)=CC=1.[Pd]. The product is [CH3:1][O:2][C:3](=[O:16])[C:4]1[CH:9]=[C:8]([NH:42][S:39]([CH3:38])(=[O:41])=[O:40])[N:7]=[C:6]([NH:11][C@H:12]([CH2:14][CH3:15])[CH3:13])[CH:5]=1. The yield is 0.460. (6) The reactants are [Cl:1][C:2]1[N:7]=[C:6](Cl)[CH:5]=[C:4]([CH3:9])[N:3]=1.[NH2:10][C@@H:11]1[C:19]2[C:14](=[CH:15][CH:16]=[CH:17][CH:18]=2)[CH2:13][CH2:12]1. The catalyst is C(O)C. The product is [Cl:1][C:2]1[N:7]=[C:6]([NH:10][C@@H:11]2[C:19]3[C:14](=[CH:15][CH:16]=[CH:17][CH:18]=3)[CH2:13][CH2:12]2)[CH:5]=[C:4]([CH3:9])[N:3]=1. The yield is 0.460. (7) The reactants are [Cl:1][C:2]1[CH:9]=[CH:8][C:5]([CH2:6]Cl)=[CH:4][CH:3]=1.[NH:10]1[CH2:15][CH2:14][NH:13][CH2:12][CH2:11]1. No catalyst specified. The product is [ClH:1].[ClH:1].[Cl:1][C:2]1[CH:9]=[CH:8][C:5]([CH2:6][N:10]2[CH2:15][CH2:14][NH:13][CH2:12][CH2:11]2)=[CH:4][CH:3]=1. The yield is 0.650. (8) The reactants are Cl[C:2]1[C:11]([C:12]#[N:13])=[CH:10][C:9]2[C:8](=[O:14])[CH2:7][CH2:6][CH2:5][C:4]=2[N:3]=1.[NH:15]1[CH2:21][CH2:20][CH2:19][CH2:18][CH2:17][CH2:16]1.C(N(CC)CC)C.O. The catalyst is C(O)C. The product is [N:15]1([C:2]2[C:11]([C:12]#[N:13])=[CH:10][C:9]3[C:8](=[O:14])[CH2:7][CH2:6][CH2:5][C:4]=3[N:3]=2)[CH2:21][CH2:20][CH2:19][CH2:18][CH2:17][CH2:16]1. The yield is 0.380.